Dataset: NCI-60 drug combinations with 297,098 pairs across 59 cell lines. Task: Regression. Given two drug SMILES strings and cell line genomic features, predict the synergy score measuring deviation from expected non-interaction effect. (1) Drug 1: C1CNP(=O)(OC1)N(CCCl)CCCl. Drug 2: C1C(C(OC1N2C=NC(=NC2=O)N)CO)O. Cell line: PC-3. Synergy scores: CSS=11.2, Synergy_ZIP=-4.28, Synergy_Bliss=-1.29, Synergy_Loewe=-7.36, Synergy_HSA=1.77. (2) Drug 1: CC1C(C(CC(O1)OC2CC(OC(C2O)C)OC3=CC4=CC5=C(C(=O)C(C(C5)C(C(=O)C(C(C)O)O)OC)OC6CC(C(C(O6)C)O)OC7CC(C(C(O7)C)O)OC8CC(C(C(O8)C)O)(C)O)C(=C4C(=C3C)O)O)O)O. Drug 2: CN1C2=C(C=C(C=C2)N(CCCl)CCCl)N=C1CCCC(=O)O.Cl. Cell line: SF-268. Synergy scores: CSS=27.9, Synergy_ZIP=2.76, Synergy_Bliss=4.48, Synergy_Loewe=-41.4, Synergy_HSA=0.0398. (3) Drug 1: CCC1=CC2CC(C3=C(CN(C2)C1)C4=CC=CC=C4N3)(C5=C(C=C6C(=C5)C78CCN9C7C(C=CC9)(C(C(C8N6C)(C(=O)OC)O)OC(=O)C)CC)OC)C(=O)OC.C(C(C(=O)O)O)(C(=O)O)O. Drug 2: CN1C2=C(C=C(C=C2)N(CCCl)CCCl)N=C1CCCC(=O)O.Cl. Cell line: MDA-MB-435. Synergy scores: CSS=35.4, Synergy_ZIP=-2.38, Synergy_Bliss=-6.65, Synergy_Loewe=-46.2, Synergy_HSA=-8.16. (4) Drug 1: CC1=C2C(C(=O)C3(C(CC4C(C3C(C(C2(C)C)(CC1OC(=O)C(C(C5=CC=CC=C5)NC(=O)OC(C)(C)C)O)O)OC(=O)C6=CC=CC=C6)(CO4)OC(=O)C)OC)C)OC. Drug 2: CNC(=O)C1=NC=CC(=C1)OC2=CC=C(C=C2)NC(=O)NC3=CC(=C(C=C3)Cl)C(F)(F)F. Cell line: SF-295. Synergy scores: CSS=63.0, Synergy_ZIP=3.72, Synergy_Bliss=2.92, Synergy_Loewe=0.192, Synergy_HSA=8.61. (5) Drug 1: COC1=NC(=NC2=C1N=CN2C3C(C(C(O3)CO)O)O)N. Cell line: SK-OV-3. Drug 2: CC1CCC2CC(C(=CC=CC=CC(CC(C(=O)C(C(C(=CC(C(=O)CC(OC(=O)C3CCCCN3C(=O)C(=O)C1(O2)O)C(C)CC4CCC(C(C4)OC)O)C)C)O)OC)C)C)C)OC. Synergy scores: CSS=7.28, Synergy_ZIP=0.124, Synergy_Bliss=0.636, Synergy_Loewe=-34.3, Synergy_HSA=-4.59. (6) Drug 1: CC1OCC2C(O1)C(C(C(O2)OC3C4COC(=O)C4C(C5=CC6=C(C=C35)OCO6)C7=CC(=C(C(=C7)OC)O)OC)O)O. Drug 2: CC1C(C(CC(O1)OC2CC(CC3=C2C(=C4C(=C3O)C(=O)C5=C(C4=O)C(=CC=C5)OC)O)(C(=O)C)O)N)O.Cl. Cell line: NCI-H226. Synergy scores: CSS=28.7, Synergy_ZIP=1.32, Synergy_Bliss=4.22, Synergy_Loewe=5.23, Synergy_HSA=6.22. (7) Drug 1: CC(CN1CC(=O)NC(=O)C1)N2CC(=O)NC(=O)C2. Drug 2: C1=NC2=C(N1)C(=S)N=CN2. Cell line: ACHN. Synergy scores: CSS=39.2, Synergy_ZIP=-7.52, Synergy_Bliss=-2.72, Synergy_Loewe=-0.140, Synergy_HSA=0.421.